From a dataset of Full USPTO retrosynthesis dataset with 1.9M reactions from patents (1976-2016). Predict the reactants needed to synthesize the given product. (1) Given the product [O:1]1[C:5]2[CH:6]=[CH:7][C:8]([C@H:10]([NH:17][C:18](=[O:40])[NH:19][C@@H:20]([CH2:36][CH2:37][CH2:38][CH3:39])[C:21]([N:23]([CH2:24][C:25]3[S:26][CH:27]=[CH:28][CH:29]=3)[CH2:30][C:31]3[S:32][CH:33]=[CH:34][CH:35]=3)=[O:22])[CH2:11][C:12]([OH:14])=[O:13])=[CH:9][C:4]=2[O:3][CH2:2]1, predict the reactants needed to synthesize it. The reactants are: [O:1]1[C:5]2[CH:6]=[CH:7][C:8]([C@H:10]([NH:17][C:18](=[O:40])[NH:19][C@@H:20]([CH2:36][CH2:37][CH2:38][CH3:39])[C:21]([N:23]([CH2:30][C:31]3[S:32][CH:33]=[CH:34][CH:35]=3)[CH2:24][C:25]3[S:26][CH:27]=[CH:28][CH:29]=3)=[O:22])[CH2:11][C:12]([O:14]CC)=[O:13])=[CH:9][C:4]=2[O:3][CH2:2]1.O1CCCC1.S([O-])(O)(=O)=O.[K+]. (2) Given the product [CH3:22][O:15][C:14]([C@H:10]1[C@H:11]([CH3:13])[CH2:12][N:8]([CH2:1][C:2]2[CH:3]=[CH:4][CH:5]=[CH:6][CH:7]=2)[CH2:9]1)=[O:16], predict the reactants needed to synthesize it. The reactants are: [CH2:1]([N:8]1[CH2:12][C@@H:11]([CH3:13])[C@H:10]([C:14]([OH:16])=[O:15])[CH2:9]1)[C:2]1[CH:7]=[CH:6][CH:5]=[CH:4][CH:3]=1.OS(O)(=O)=O.[CH3:22]O. (3) Given the product [Cl:1][C:2]1[CH:3]=[CH:4][C:5]([F:27])=[C:6]([C:8]2[N:9]=[C:10]([NH:17][C:18]3[C:23]([C:24]([NH:30][CH3:28])=[O:26])=[CH:22][N:21]=[CH:20][CH:19]=3)[C:11]3[O:16][CH2:15][CH2:14][C:12]=3[N:13]=2)[CH:7]=1, predict the reactants needed to synthesize it. The reactants are: [Cl:1][C:2]1[CH:3]=[CH:4][C:5]([F:27])=[C:6]([C:8]2[N:9]=[C:10]([NH:17][C:18]3[C:23]([C:24]([OH:26])=O)=[CH:22][N:21]=[CH:20][CH:19]=3)[C:11]3[O:16][CH2:15][CH2:14][C:12]=3[N:13]=2)[CH:7]=1.[CH2:28]([N:30](CC)CC)C.CN.C1CN([P+](Br)(N2CCCC2)N2CCCC2)CC1.F[P-](F)(F)(F)(F)F. (4) Given the product [C:34]1([CH:7]2[O:8][CH2:9][CH2:10][N:5]([CH2:4][C:3]3[CH:11]=[CH:12][CH:13]=[CH:14][C:2]=3[C:18]3[CH:19]=[CH:20][CH:21]=[CH:22][C:17]=3[C:16]([F:27])([F:26])[F:15])[CH2:6]2)[CH:39]=[CH:38][CH:37]=[CH:36][CH:35]=1, predict the reactants needed to synthesize it. The reactants are: Br[C:2]1[CH:14]=[CH:13][CH:12]=[CH:11][C:3]=1[CH2:4][N:5]1[CH2:10][CH2:9][O:8][CH2:7][CH2:6]1.[F:15][C:16]([F:27])([F:26])[C:17]1[CH:22]=[CH:21][CH:20]=[CH:19][C:18]=1B(O)O.C(=O)([O-])[O-].[Na+].[Na+].[C:34]1(C)[CH:39]=[CH:38][CH:37]=[CH:36][CH:35]=1. (5) The reactants are: [CH3:1][C:2]1[CH:3]=[CH:4][C:5]([C:14]([OH:16])=O)=[N:6][C:7]=1[O:8][CH2:9][C:10]([F:13])([F:12])[F:11].Cl.[CH3:18][O:19][C:20](=[O:25])[C:21]([CH3:24])([CH3:23])[NH2:22].CN(C(ON1N=NC2C=CC=NC1=2)=[N+](C)C)C.F[P-](F)(F)(F)(F)F.CCN(C(C)C)C(C)C. Given the product [CH3:23][C:21]([NH:22][C:14](=[O:16])[C:5]1[CH:4]=[CH:3][C:2]([CH3:1])=[C:7]([O:8][CH2:9][C:10]([F:11])([F:12])[F:13])[N:6]=1)([CH3:24])[C:20]([O:19][CH3:18])=[O:25], predict the reactants needed to synthesize it. (6) Given the product [N:31]([CH2:7][CH2:8][O:9][CH2:10][CH2:11][NH:12][C:13]1[N:14]=[N+:15]([O-:23])[C:16]2[CH:22]=[CH:21][CH:20]=[CH:19][C:17]=2[N:18]=1)=[N+:32]=[N-:33], predict the reactants needed to synthesize it. The reactants are: CS(Cl)(=O)=O.O[CH2:7][CH2:8][O:9][CH2:10][CH2:11][NH:12][C:13]1[N:14]=[N+:15]([O-:23])[C:16]2[CH:22]=[CH:21][CH:20]=[CH:19][C:17]=2[N:18]=1.CCN(CC)CC.[N-:31]=[N+:32]=[N-:33].[Na+].